This data is from Forward reaction prediction with 1.9M reactions from USPTO patents (1976-2016). The task is: Predict the product of the given reaction. (1) Given the reactants [F:1][C:2]1[CH:3]=[C:4]2[C:8](=[CH:9][CH:10]=1)[NH:7][CH:6]=[C:5]2[CH2:11][CH2:12][CH2:13][OH:14].[S:15](Cl)([C:18]1[CH:24]=[CH:23][C:21]([CH3:22])=[CH:20][CH:19]=1)(=[O:17])=[O:16], predict the reaction product. The product is: [CH3:22][C:21]1[CH:23]=[CH:24][C:18]([S:15]([O:14][CH2:13][CH2:12][CH2:11][C:5]2[C:4]3[C:8](=[CH:9][CH:10]=[C:2]([F:1])[CH:3]=3)[NH:7][CH:6]=2)(=[O:17])=[O:16])=[CH:19][CH:20]=1. (2) Given the reactants [O:1]=[C:2]1[NH:6][C:5]2[CH:7]=[CH:8][C:9]([NH:11][C:12](=[O:16])[C:13]([OH:15])=O)=[CH:10][C:4]=2[O:3]1.[CH3:17][O:18][C:19]1[CH:31]=[CH:30][C:22]([CH2:23][CH:24]2[CH2:29][CH2:28][NH:27][CH2:26][CH2:25]2)=[CH:21][CH:20]=1.C(OC(C)C)(C)C, predict the reaction product. The product is: [CH3:17][O:18][C:19]1[CH:20]=[CH:21][C:22]([CH2:23][CH:24]2[CH2:25][CH2:26][N:27]([C:13](=[O:15])[C:12]([NH:11][C:9]3[CH:8]=[CH:7][C:5]4[NH:6][C:2](=[O:1])[O:3][C:4]=4[CH:10]=3)=[O:16])[CH2:28][CH2:29]2)=[CH:30][CH:31]=1. (3) Given the reactants [OH:1][C:2]1[CH:7]=[CH:6][C:5]([C:8](=[O:14])[CH2:9][C:10]([O:12][CH3:13])=[O:11])=[CH:4][CH:3]=1.[CH3:15][O:16]/[N:17]=[C:18](/[C:29]1[CH:34]=[CH:33][CH:32]=[CH:31][CH:30]=1)\[CH2:19][O:20][C:21]1[CH:26]=[CH:25][C:24]([CH2:27]O)=[CH:23][CH:22]=1.C(P(CCCC)CCCC)CCC.N(C(N1CCCCC1)=O)=NC(N1CCCCC1)=O, predict the reaction product. The product is: [CH3:15][O:16]/[N:17]=[C:18](/[C:29]1[CH:34]=[CH:33][CH:32]=[CH:31][CH:30]=1)\[CH2:19][O:20][C:21]1[CH:26]=[CH:25][C:24]([CH2:27][O:1][C:2]2[CH:3]=[CH:4][C:5]([C:8](=[O:14])[CH2:9][C:10]([O:12][CH3:13])=[O:11])=[CH:6][CH:7]=2)=[CH:23][CH:22]=1. (4) Given the reactants [C:1]([C@@H:3]1[CH2:7][CH2:6][CH2:5][N:4]1[C:8]([C@@H:10]1[C@H:15]2[CH2:16][C@H:12]([C:13](=[O:17])[CH2:14]2)[N:11]1[C:18]([O:20][C:21]([CH3:24])([CH3:23])[CH3:22])=[O:19])=[O:9])#[N:2].[BH4-].[Na+].C(O)(=O)CC(CC(O)=O)(C(O)=O)O, predict the reaction product. The product is: [C:1]([C@@H:3]1[CH2:7][CH2:6][CH2:5][N:4]1[C:8]([C@@H:10]1[C@H:15]2[CH2:16][C@H:12]([C@@H:13]([OH:17])[CH2:14]2)[N:11]1[C:18]([O:20][C:21]([CH3:24])([CH3:23])[CH3:22])=[O:19])=[O:9])#[N:2]. (5) Given the reactants [CH2:1]([O:8][C:9]1[CH:16]=[C:15]([O:17][CH3:18])[CH:14]=[C:13]([OH:19])[C:10]=1[CH:11]=O)[C:2]1[CH:7]=[CH:6][CH:5]=[CH:4][CH:3]=1.C(=O)([O-])[O-].[Cs+].[Cs+].Cl[CH2:27][C:28](=[O:30])[CH3:29].O1C2C=CC=CC=2C=C1, predict the reaction product. The product is: [CH2:1]([O:8][C:9]1[C:10]2[CH:11]=[C:27]([C:28](=[O:30])[CH3:29])[O:19][C:13]=2[CH:14]=[C:15]([O:17][CH3:18])[CH:16]=1)[C:2]1[CH:7]=[CH:6][CH:5]=[CH:4][CH:3]=1. (6) The product is: [C:35]([C:27]1[C:26]([O:39][CH2:40][C:41]([F:44])([F:42])[F:43])=[C:25]([C:10]2[C:9]3[C:13](=[CH:14][CH:15]=[C:7]([C:5]([CH3:6])=[CH:4][C:3]([OH:45])=[O:2])[CH:8]=3)[NH:12][CH:11]=2)[CH:30]=[C:29]([C:31]([CH3:33])([CH3:34])[CH3:32])[CH:28]=1)([CH3:36])([CH3:37])[CH3:38]. Given the reactants C[O:2][C:3](=[O:45])[CH:4]=[C:5]([C:7]1[CH:8]=[C:9]2[C:13](=[CH:14][CH:15]=1)[N:12](S(C1C=CC=CC=1)(=O)=O)[CH:11]=[C:10]2[C:25]1[CH:30]=[C:29]([C:31]([CH3:34])([CH3:33])[CH3:32])[CH:28]=[C:27]([C:35]([CH3:38])([CH3:37])[CH3:36])[C:26]=1[O:39][CH2:40][C:41]([F:44])([F:43])[F:42])[CH3:6].[OH-].[Na+], predict the reaction product. (7) Given the reactants Cl.[Br:2][C:3]1[CH:8]=[CH:7][C:6]([NH:9]N)=[CH:5][CH:4]=1.C[O:12][C:13]1[CH:18]=[CH:17][C:16]([C:19](=O)[CH2:20][C:21]2[CH:26]=[CH:25][C:24]([O:27]C)=[CH:23][CH:22]=2)=[CH:15][CH:14]=1, predict the reaction product. The product is: [Br:2][C:3]1[CH:8]=[C:7]2[C:6](=[CH:5][CH:4]=1)[NH:9][C:20]([C:21]1[CH:22]=[CH:23][C:24]([OH:27])=[CH:25][CH:26]=1)=[C:19]2[C:16]1[CH:17]=[CH:18][C:13]([OH:12])=[CH:14][CH:15]=1.